From a dataset of Full USPTO retrosynthesis dataset with 1.9M reactions from patents (1976-2016). Predict the reactants needed to synthesize the given product. Given the product [CH2:10]([N:9]([C@H:7]([C:1]1[CH:6]=[CH:5][CH:4]=[CH:3][CH:2]=1)[CH3:8])[CH2:28][C:29]([O:31][CH3:32])=[O:30])[CH2:11][CH:12]=[CH2:13], predict the reactants needed to synthesize it. The reactants are: [C:1]1([C@@H:7]([NH:9][CH2:10][CH2:11][CH:12]=[CH2:13])[CH3:8])[CH:6]=[CH:5][CH:4]=[CH:3][CH:2]=1.CS(C)=O.C(N(CC)C(C)C)(C)C.Br[CH2:28][C:29]([O:31][CH3:32])=[O:30].